Dataset: Full USPTO retrosynthesis dataset with 1.9M reactions from patents (1976-2016). Task: Predict the reactants needed to synthesize the given product. Given the product [F:15][C:12]1[C:13]2[CH2:14][NH:6][C:7](=[O:31])[C:8]=2[C:9]([C:25]2[CH:26]=[N:27][N:28]([CH3:30])[CH:29]=2)=[N:10][C:11]=1[NH:16][C@H:17]([CH2:21][CH:22]([CH3:24])[CH3:23])[C:18]([NH2:20])=[O:19], predict the reactants needed to synthesize it. The reactants are: COC1C=C(OC)C=CC=1C[N:6]1[CH2:14][C:13]2[C:12]([F:15])=[C:11]([NH:16][C@H:17]([CH2:21][CH:22]([CH3:24])[CH3:23])[C:18]([NH2:20])=[O:19])[N:10]=[C:9]([C:25]3[CH:26]=[N:27][N:28]([CH3:30])[CH:29]=3)[C:8]=2[C:7]1=[O:31].